Dataset: NCI-60 drug combinations with 297,098 pairs across 59 cell lines. Task: Regression. Given two drug SMILES strings and cell line genomic features, predict the synergy score measuring deviation from expected non-interaction effect. (1) Drug 1: CC12CCC(CC1=CCC3C2CCC4(C3CC=C4C5=CN=CC=C5)C)O. Drug 2: CC1=CC=C(C=C1)C2=CC(=NN2C3=CC=C(C=C3)S(=O)(=O)N)C(F)(F)F. Cell line: MALME-3M. Synergy scores: CSS=2.53, Synergy_ZIP=0.534, Synergy_Bliss=3.46, Synergy_Loewe=-2.22, Synergy_HSA=0.457. (2) Drug 1: C1=C(C(=O)NC(=O)N1)F. Drug 2: C1=NC2=C(N1)C(=S)N=CN2. Cell line: NCI-H322M. Synergy scores: CSS=35.1, Synergy_ZIP=-7.95, Synergy_Bliss=-11.3, Synergy_Loewe=-9.25, Synergy_HSA=-6.52. (3) Drug 1: CN(C)N=NC1=C(NC=N1)C(=O)N. Drug 2: CC1=C2C(C(=O)C3(C(CC4C(C3C(C(C2(C)C)(CC1OC(=O)C(C(C5=CC=CC=C5)NC(=O)OC(C)(C)C)O)O)OC(=O)C6=CC=CC=C6)(CO4)OC(=O)C)O)C)O. Cell line: MCF7. Synergy scores: CSS=18.1, Synergy_ZIP=-8.78, Synergy_Bliss=-2.23, Synergy_Loewe=-20.1, Synergy_HSA=-2.80. (4) Drug 1: COC1=CC(=CC(=C1O)OC)C2C3C(COC3=O)C(C4=CC5=C(C=C24)OCO5)OC6C(C(C7C(O6)COC(O7)C8=CC=CS8)O)O. Drug 2: CC1=C(C(=O)C2=C(C1=O)N3CC4C(C3(C2COC(=O)N)OC)N4)N. Cell line: IGROV1. Synergy scores: CSS=45.6, Synergy_ZIP=5.86, Synergy_Bliss=5.85, Synergy_Loewe=8.54, Synergy_HSA=10.4. (5) Drug 1: C1=NC(=NC(=O)N1C2C(C(C(O2)CO)O)O)N. Drug 2: CCC1(C2=C(COC1=O)C(=O)N3CC4=CC5=C(C=CC(=C5CN(C)C)O)N=C4C3=C2)O.Cl. Cell line: MDA-MB-231. Synergy scores: CSS=39.5, Synergy_ZIP=-8.04, Synergy_Bliss=-3.69, Synergy_Loewe=-0.671, Synergy_HSA=1.02. (6) Synergy scores: CSS=59.5, Synergy_ZIP=6.06, Synergy_Bliss=6.59, Synergy_Loewe=-11.9, Synergy_HSA=10.9. Drug 2: CC1=C2C(C(=O)C3(C(CC4C(C3C(C(C2(C)C)(CC1OC(=O)C(C(C5=CC=CC=C5)NC(=O)OC(C)(C)C)O)O)OC(=O)C6=CC=CC=C6)(CO4)OC(=O)C)O)C)O. Cell line: SF-539. Drug 1: CC1=C(C=C(C=C1)NC2=NC=CC(=N2)N(C)C3=CC4=NN(C(=C4C=C3)C)C)S(=O)(=O)N.Cl.